This data is from Forward reaction prediction with 1.9M reactions from USPTO patents (1976-2016). The task is: Predict the product of the given reaction. The product is: [N+:1]([C:4]1[CH:5]=[C:6]([CH2:10][C:11]([CH3:14])=[O:13])[CH:7]=[CH:8][CH:9]=1)([O-:3])=[O:2]. Given the reactants [N+:1]([C:4]1[CH:5]=[C:6]([CH2:10][C:11]([OH:13])=O)[CH:7]=[CH:8][CH:9]=1)([O-:3])=[O:2].[C:14](O)(=O)C.O, predict the reaction product.